From a dataset of Catalyst prediction with 721,799 reactions and 888 catalyst types from USPTO. Predict which catalyst facilitates the given reaction. (1) Reactant: [NH2:1][C:2]1[N:6]([CH3:7])[C:5]2[CH:8]=[C:9]([O:12][C:13]3[CH:14]=[C:15]([NH:19][C:20](=[O:26])[O:21][C:22]([CH3:25])([CH3:24])[CH3:23])[CH:16]=[CH:17][CH:18]=3)[CH:10]=[CH:11][C:4]=2[N:3]=1.[CH:27]1([C:30](Cl)=[O:31])[CH2:29][CH2:28]1. Product: [CH:27]1([C:30]([NH:1][C:2]2[N:6]([CH3:7])[C:5]3[CH:8]=[C:9]([O:12][C:13]4[CH:14]=[C:15]([NH:19][C:20](=[O:26])[O:21][C:22]([CH3:23])([CH3:25])[CH3:24])[CH:16]=[CH:17][CH:18]=4)[CH:10]=[CH:11][C:4]=3[N:3]=2)=[O:31])[CH2:29][CH2:28]1. The catalyst class is: 341. (2) Reactant: C1(C2C=CC=CC=2)C=CC=CC=1.[Cl:13][C:14]1[C:19]([S:20]([N:23]([CH2:25][CH2:26][N:27]([CH2:30][CH3:31])[CH2:28][CH3:29])[CH3:24])(=[O:22])=[O:21])=[C:18]([OH:32])[C:17]([NH:33][C:34]2[C:37](=[O:38])[C:36](=[O:39])[C:35]=2Cl)=[CH:16][CH:15]=1.[Br:41][C:42]1[CH:48]=[CH:47][CH:46]=[CH:45][C:43]=1[NH2:44]. Product: [Br:41][C:42]1[CH:48]=[CH:47][CH:46]=[CH:45][C:43]=1[NH:44][C:35]1[C:36](=[O:39])[C:37](=[O:38])[C:34]=1[NH:33][C:17]1[C:18]([OH:32])=[C:19]([S:20]([N:23]([CH2:25][CH2:26][N:27]([CH2:30][CH3:31])[CH2:28][CH3:29])[CH3:24])(=[O:22])=[O:21])[C:14]([Cl:13])=[CH:15][CH:16]=1. The catalyst class is: 3. (3) Reactant: [CH:1]1([C:4]2[CH:8]=[C:7]([CH:9]3[CH2:11][CH2:10]3)[N:6]([C:12]3[N:17]=[CH:16][C:15]([NH:18][C:19](=[O:26])[C:20]4[CH:25]=[CH:24][CH:23]=[N:22][CH:21]=4)=[CH:14][CH:13]=3)[N:5]=2)[CH2:3][CH2:2]1.C(O)(=O)C1C=CC=NC=1.[ClH:36]. Product: [ClH:36].[ClH:36].[CH:1]1([C:4]2[CH:8]=[C:7]([CH:9]3[CH2:11][CH2:10]3)[N:6]([C:12]3[N:17]=[CH:16][C:15]([NH:18][C:19](=[O:26])[C:20]4[CH:25]=[CH:24][CH:23]=[N:22][CH:21]=4)=[CH:14][CH:13]=3)[N:5]=2)[CH2:2][CH2:3]1. The catalyst class is: 165. (4) Product: [CH:1]1([CH:9]([SiH2:10][O:13][CH3:14])[CH:1]2[CH2:6][CH2:5][CH2:4][CH2:3][CH2:2]2)[CH2:6][CH2:5][CH2:4][CH2:3][CH2:2]1. Reactant: [CH:1]1([Mg]Cl)[CH2:6][CH2:5][CH2:4][CH2:3][CH2:2]1.[CH3:9][Si:10]([O:13][CH3:14])(Cl)Cl.[Cl-].[NH4+]. The catalyst class is: 1. (5) Reactant: C([O:8][N:9]1[C:15](=[O:16])[N:14]2[CH2:17][C@H:10]1[CH2:11][CH2:12][C@H:13]2[C:18]([NH:20][O:21][CH2:22][CH:23]1[CH2:28][CH2:27][CH2:26][CH2:25][N:24]1[C:29]([O:31][C:32]([CH3:35])([CH3:34])[CH3:33])=[O:30])=[O:19])C1C=CC=CC=1. Product: [OH:8][N:9]1[C:15](=[O:16])[N:14]2[CH2:17][C@H:10]1[CH2:11][CH2:12][C@H:13]2[C:18]([NH:20][O:21][CH2:22][CH:23]1[CH2:28][CH2:27][CH2:26][CH2:25][N:24]1[C:29]([O:31][C:32]([CH3:35])([CH3:34])[CH3:33])=[O:30])=[O:19]. The catalyst class is: 19. (6) Reactant: [F:1][C:2]([F:14])([C:6]1[CH:11]=[CH:10][CH:9]=[C:8]([F:12])[C:7]=1[CH3:13])[C:3]([OH:5])=O.P(Cl)(Cl)(Cl)=O.Cl.[NH2:21][CH2:22][C:23]1[CH:24]=[C:25]2[C:29](=[CH:30][CH:31]=1)[C:28](=[O:32])[N:27]([CH:33]1[CH2:38][CH2:37][C:36](=[O:39])[NH:35][C:34]1=[O:40])[CH2:26]2.C(=O)(O)[O-].[Na+]. Product: [O:40]=[C:34]1[CH:33]([N:27]2[CH2:26][C:25]3[C:29](=[CH:30][CH:31]=[C:23]([CH2:22][NH:21][C:3](=[O:5])[C:2]([F:1])([F:14])[C:6]4[CH:11]=[CH:10][CH:9]=[C:8]([F:12])[C:7]=4[CH3:13])[CH:24]=3)[C:28]2=[O:32])[CH2:38][CH2:37][C:36](=[O:39])[NH:35]1. The catalyst class is: 17.